From a dataset of Full USPTO retrosynthesis dataset with 1.9M reactions from patents (1976-2016). Predict the reactants needed to synthesize the given product. The reactants are: [CH3:1][O:2][C:3](=[O:31])[NH:4][C:5]1[C:6]([NH2:30])=[N:7][C:8]([C:12]2[C:20]3[C:15](=[N:16][CH:17]=[C:18]([F:21])[CH:19]=3)[N:14]([CH2:22][C:23]3[CH:28]=[CH:27][CH:26]=[CH:25][C:24]=3[F:29])[N:13]=2)=[N:9][C:10]=1[NH2:11].[H-].[Na+].ClC(Cl)(Cl)S(O[CH2:40][C:41]([F:44])([F:43])[F:42])(=O)=O.O. Given the product [CH3:1][O:2][C:3](=[O:31])[N:4]([C:5]1[C:10]([NH2:11])=[N:9][C:8]([C:12]2[C:20]3[C:15](=[N:16][CH:17]=[C:18]([F:21])[CH:19]=3)[N:14]([CH2:22][C:23]3[CH:28]=[CH:27][CH:26]=[CH:25][C:24]=3[F:29])[N:13]=2)=[N:7][C:6]=1[NH2:30])[CH2:40][C:41]([F:44])([F:43])[F:42], predict the reactants needed to synthesize it.